This data is from Full USPTO retrosynthesis dataset with 1.9M reactions from patents (1976-2016). The task is: Predict the reactants needed to synthesize the given product. Given the product [CH2:17]([N:24]1[CH2:29][CH2:28][C:27]([C:11]2[CH:12]=[N:13][CH:14]=[CH:15][CH:16]=2)([OH:30])[CH2:26][CH2:25]1)[C:18]1[CH:19]=[CH:20][CH:21]=[CH:22][CH:23]=1, predict the reactants needed to synthesize it. The reactants are: [Mg].BrC(Br)C.C(Cl)(C)C.Br[C:11]1[CH:12]=[N:13][CH:14]=[CH:15][CH:16]=1.[CH2:17]([N:24]1[CH2:29][CH2:28][C:27](=[O:30])[CH2:26][CH2:25]1)[C:18]1[CH:23]=[CH:22][CH:21]=[CH:20][CH:19]=1.